This data is from Catalyst prediction with 721,799 reactions and 888 catalyst types from USPTO. The task is: Predict which catalyst facilitates the given reaction. (1) The catalyst class is: 21. Reactant: [CH3:1][O:2][C:3](=[O:16])[C@@H:4]([NH:8][C:9]([O:11][C:12]([CH3:15])([CH3:14])[CH3:13])=[O:10])[C@H:5]([NH2:7])[CH3:6].[C:17](ON1C(=O)CCC1=O)([O:19][CH2:20][CH:21]1[C:33]2[C:28](=[CH:29][CH:30]=[CH:31][CH:32]=2)[C:27]2[C:22]1=[CH:23][CH:24]=[CH:25][CH:26]=2)=[O:18]. Product: [CH3:1][O:2][C:3](=[O:16])[C@@H:4]([NH:8][C:9]([O:11][C:12]([CH3:15])([CH3:14])[CH3:13])=[O:10])[C@H:5]([NH:7][C:17]([O:19][CH2:20][CH:21]1[C:22]2[CH:23]=[CH:24][CH:25]=[CH:26][C:27]=2[C:28]2[C:33]1=[CH:32][CH:31]=[CH:30][CH:29]=2)=[O:18])[CH3:6]. (2) Reactant: [Cl:1][C:2]1[CH:7]=[C:6](Cl)[N:5]=[C:4]2[N:9]([CH:12]([CH3:14])[CH3:13])[N:10]=[CH:11][C:3]=12.C([O-])(O)=O.[Na+].[OH:20][C:21]1[CH:22]=[C:23](B(O)O)[CH:24]=[CH:25][CH:26]=1. Product: [Cl:1][C:2]1[CH:7]=[C:6]([C:25]2[CH:26]=[C:21]([OH:20])[CH:22]=[CH:23][CH:24]=2)[N:5]=[C:4]2[N:9]([CH:12]([CH3:14])[CH3:13])[N:10]=[CH:11][C:3]=12. The catalyst class is: 70. (3) Reactant: [C:1](Cl)(=[O:3])[CH3:2].[CH:5]([O:8][C:9]1[CH:14]=[CH:13][C:12]([C:15]([N:17]2[CH2:22][CH2:21][C:20]3([NH:27][CH2:26][CH2:25][N:24]4[C:28]([C:31]([F:34])([F:33])[F:32])=[CH:29][CH:30]=[C:23]34)[CH2:19][CH2:18]2)=[O:16])=[CH:11][C:10]=1[O:35][CH3:36])([CH3:7])[CH3:6]. Product: [CH:5]([O:8][C:9]1[CH:14]=[CH:13][C:12]([C:15]([N:17]2[CH2:18][CH2:19][C:20]3([N:27]([C:1](=[O:3])[CH3:2])[CH2:26][CH2:25][N:24]4[C:28]([C:31]([F:34])([F:33])[F:32])=[CH:29][CH:30]=[C:23]34)[CH2:21][CH2:22]2)=[O:16])=[CH:11][C:10]=1[O:35][CH3:36])([CH3:7])[CH3:6]. The catalyst class is: 17.